Dataset: Catalyst prediction with 721,799 reactions and 888 catalyst types from USPTO. Task: Predict which catalyst facilitates the given reaction. (1) Reactant: [C:1]([O:5][C:6]([NH:8][C@H:9]1[CH2:14][CH2:13][CH2:12][CH2:11][C@H:10]1[NH:15][C:16]1[N:21]=[C:20](Cl)[C:19]2[C:23](=[O:33])[N:24]([C:26]([O:28][C:29]([CH3:32])([CH3:31])[CH3:30])=[O:27])[CH2:25][C:18]=2[C:17]=1[F:34])=[O:7])([CH3:4])([CH3:3])[CH3:2].[CH3:35][N:36]1[C:40]2[S:41][C:42]([Sn](CCCC)(CCCC)CCCC)=[CH:43][C:39]=2[C:38]([CH3:57])=[N:37]1. Product: [C:1]([O:5][C:6]([NH:8][C@H:9]1[CH2:14][CH2:13][CH2:12][CH2:11][C@H:10]1[NH:15][C:16]1[N:21]=[C:20]([C:42]2[S:41][C:40]3[N:36]([CH3:35])[N:37]=[C:38]([CH3:57])[C:39]=3[CH:43]=2)[C:19]2[C:23](=[O:33])[N:24]([C:26]([O:28][C:29]([CH3:32])([CH3:31])[CH3:30])=[O:27])[CH2:25][C:18]=2[C:17]=1[F:34])=[O:7])([CH3:4])([CH3:3])[CH3:2]. The catalyst class is: 109. (2) Reactant: [OH-].[K+].[Br:3][C:4]1[S:8][C:7]2=[C:9]([C:12]([O:14]CC)=[O:13])[N:10]=[CH:11][N:6]2[CH:5]=1. Product: [Br:3][C:4]1[S:8][C:7]2=[C:9]([C:12]([OH:14])=[O:13])[N:10]=[CH:11][N:6]2[CH:5]=1. The catalyst class is: 5. (3) Reactant: [Cl:1][C:2]1[N:3]=[C:4]([CH2:10][CH2:11][CH3:12])[C:5]([CH2:8]Cl)=[N:6][CH:7]=1.[NH:13]1[CH:17]=[CH:16][N:15]=[C:14]1[C:18]1[CH:23]=[CH:22][CH:21]=[CH:20][N:19]=1.C([O-])([O-])=O.[K+].[K+].O. Product: [Cl:1][C:2]1[N:3]=[C:4]([CH2:10][CH2:11][CH3:12])[C:5]([CH2:8][N:13]2[CH:17]=[CH:16][N:15]=[C:14]2[C:18]2[CH:23]=[CH:22][CH:21]=[CH:20][N:19]=2)=[N:6][CH:7]=1. The catalyst class is: 3. (4) Reactant: Br[C:2]1[CH:3]=[C:4]([NH:10][C:11]2[CH:15]=[C:14]([CH2:16][O:17][CH3:18])[N:13]([CH3:19])[N:12]=2)[C:5](=[O:9])[N:6]([CH3:8])[CH:7]=1.[CH3:20][C:21]1([CH3:37])[C:25]([CH3:27])([CH3:26])[O:24][B:23]([B:23]2[O:24][C:25]([CH3:27])([CH3:26])[C:21]([CH3:37])([CH3:20])[O:22]2)[O:22]1.CC(C1C=C(C(C)C)C(C2C=CC=CC=2P(C2CCCCC2)C2CCCCC2)=C(C(C)C)C=1)C.C([O-])(=O)C.[K+]. Product: [CH3:18][O:17][CH2:16][C:14]1[N:13]([CH3:19])[N:12]=[C:11]([NH:10][C:4]2[C:5](=[O:9])[N:6]([CH3:8])[CH:7]=[C:2]([B:23]3[O:24][C:25]([CH3:27])([CH3:26])[C:21]([CH3:37])([CH3:20])[O:22]3)[CH:3]=2)[CH:15]=1. The catalyst class is: 102. (5) Reactant: Br[C:2]1[CH:3]=[N:4][CH:5]=[C:6]([O:8][C:9]2[CH:14]=[CH:13][CH:12]=[CH:11][CH:10]=2)[CH:7]=1.C([Li])CCC.[O:20]=[C:21]1[CH2:27][CH:26]2[CH2:28][CH:22]1[CH2:23][N:24]([C:29]([O:31][CH2:32][CH3:33])=[O:30])[CH2:25]2. Product: [OH:20][C:21]1([C:2]2[CH:3]=[N:4][CH:5]=[C:6]([O:8][C:9]3[CH:14]=[CH:13][CH:12]=[CH:11][CH:10]=3)[CH:7]=2)[CH2:27][CH:26]2[CH2:28][CH:22]1[CH2:23][N:24]([C:29]([O:31][CH2:32][CH3:33])=[O:30])[CH2:25]2. The catalyst class is: 385. (6) Reactant: [Li+].[CH3:2][Si]([N-][Si](C)(C)C)(C)C.[CH:11]([C:13]1[CH:18]=[CH:17][C:16]([O:19][C:20]([F:23])([F:22])[F:21])=[CH:15][C:14]=1[C:24]1[N:25]=[CH:26][C:27]([NH:30][C:31](=[O:39])[C:32]2[C:37]([CH3:38])=[CH:36][CH:35]=[N:34][CH:33]=2)=[N:28][CH:29]=1)=O. Product: [CH3:38][C:37]1[C:32]([C:31]([NH:30][C:27]2[CH:26]=[N:25][C:24]([C:14]3[CH:15]=[C:16]([O:19][C:20]([F:23])([F:21])[F:22])[CH:17]=[CH:18][C:13]=3[CH:11]=[CH2:2])=[CH:29][N:28]=2)=[O:39])=[CH:33][N:34]=[CH:35][CH:36]=1. The catalyst class is: 307.